From a dataset of Full USPTO retrosynthesis dataset with 1.9M reactions from patents (1976-2016). Predict the reactants needed to synthesize the given product. The reactants are: [CH3:1][Si:2]([CH3:7])([CH3:6])[C:3]#[C:4][CH3:5].[Li]CCCC.CCCCCC.[Cl:19][C:20]1[C:25]2[N:26]([CH3:31])[C:27]([CH2:29]Cl)=[N:28][C:24]=2[CH:23]=[CH:22][CH:21]=1. Given the product [Cl:19][C:20]1[C:25]2[N:26]([CH3:31])[C:27]([CH2:29][CH2:5][C:4]#[C:3][Si:2]([CH3:7])([CH3:6])[CH3:1])=[N:28][C:24]=2[CH:23]=[CH:22][CH:21]=1, predict the reactants needed to synthesize it.